This data is from Peptide-MHC class I binding affinity with 185,985 pairs from IEDB/IMGT. The task is: Regression. Given a peptide amino acid sequence and an MHC pseudo amino acid sequence, predict their binding affinity value. This is MHC class I binding data. (1) The peptide sequence is FQPHNGQFI. The MHC is H-2-Db with pseudo-sequence H-2-Db. The binding affinity (normalized) is 0.202. (2) The peptide sequence is KQPNRPLFI. The MHC is HLA-A02:03 with pseudo-sequence HLA-A02:03. The binding affinity (normalized) is 0.507. (3) The peptide sequence is RNYFTAEVSH. The MHC is HLA-A33:01 with pseudo-sequence HLA-A33:01. The binding affinity (normalized) is 0.0298. (4) The peptide sequence is RELNRVTQDF. The MHC is Mamu-B01 with pseudo-sequence Mamu-B01. The binding affinity (normalized) is 0.388. (5) The peptide sequence is DTDIVNNFI. The MHC is HLA-A02:06 with pseudo-sequence HLA-A02:06. The binding affinity (normalized) is 0.107. (6) The peptide sequence is ALRPSSQVF. The MHC is HLA-B15:03 with pseudo-sequence HLA-B15:03. The binding affinity (normalized) is 1.00.